This data is from Forward reaction prediction with 1.9M reactions from USPTO patents (1976-2016). The task is: Predict the product of the given reaction. Given the reactants [NH2:1][C:2]1[N:6]([C:7]2[CH:12]=[CH:11][CH:10]=[C:9]([Cl:13])[C:8]=2[F:14])[N:5]=[N:4][C:3]=1[C:15]([O:17]CC)=[O:16].CC[O-].[Na+].C(CC(OCC)=O)#N.N(C1C=CC=C(Cl)C=1F)=[N+]=[N-], predict the reaction product. The product is: [NH2:1][C:2]1[N:6]([C:7]2[CH:12]=[CH:11][CH:10]=[C:9]([Cl:13])[C:8]=2[F:14])[N:5]=[N:4][C:3]=1[C:15]([OH:17])=[O:16].